From a dataset of Reaction yield outcomes from USPTO patents with 853,638 reactions. Predict the reaction yield, written as a fraction of the theoretical maximum amount of product (1.0 means a 100% yield; for example, 0.34 means a 34% yield). (1) The reactants are [CH3:1][O:2][C:3]1[CH:4]=[C:5]([C:11]2([CH:16]=[CH:17][CH2:18][CH2:19][CH2:20][CH3:21])[CH2:15][CH2:14][CH2:13][CH2:12]2)[CH:6]=[C:7]([O:9][CH3:10])[CH:8]=1. The catalyst is C(OCC)(=O)C.[Pd]. The product is [CH3:10][O:9][C:7]1[CH:6]=[C:5]([C:11]2([CH2:16][CH2:17][CH2:18][CH2:19][CH2:20][CH3:21])[CH2:15][CH2:14][CH2:13][CH2:12]2)[CH:4]=[C:3]([O:2][CH3:1])[CH:8]=1. The yield is 0.950. (2) The product is [Cl:15][C:16]1[CH:24]=[CH:23][C:22]([S:25]([CH:2]([CH3:10])[CH3:3])(=[O:27])=[O:26])=[CH:21][C:17]=1[C:18]([OH:20])=[O:19]. The reactants are Cl[C:2]1[CH:10]=CC(S(C)(=O)=O)=C[C:3]=1C(O)=O.[Cl:15][C:16]1[CH:24]=[CH:23][C:22]([S:25]([OH:27])=[O:26])=[CH:21][C:17]=1[C:18]([OH:20])=[O:19].IC(C)C. The catalyst is O. The yield is 0.420. (3) The reactants are [C:1]1([CH3:13])[CH:6]=[CH:5][C:4]([C:7]2([C:10]([OH:12])=O)[CH2:9][CH2:8]2)=[CH:3][CH:2]=1.S(Cl)(Cl)=O.[CH2:18]([NH2:25])[CH2:19][CH2:20][CH2:21][CH2:22][CH2:23][CH3:24].C(N(CC)C(C)C)(C)C.Cl. The catalyst is C(Cl)(Cl)Cl.ClCCl. The product is [CH2:18]([NH:25][C:10]([C:7]1([C:4]2[CH:3]=[CH:2][C:1]([CH3:13])=[CH:6][CH:5]=2)[CH2:8][CH2:9]1)=[O:12])[CH2:19][CH2:20][CH2:21][CH2:22][CH2:23][CH3:24]. The yield is 0.640.